From a dataset of Forward reaction prediction with 1.9M reactions from USPTO patents (1976-2016). Predict the product of the given reaction. (1) Given the reactants [C:6](O[C:6](=[O:9])[CH2:7][CH3:8])(=[O:9])[CH2:7][CH3:8].[CH3:10][C:11]1[CH2:12][CH:13]2[CH:18]([CH2:19][CH:20]=1)[CH:17]1[CH2:21][CH:14]2[CH2:15][CH2:16]1.[NH4+].[OH-], predict the reaction product. The product is: [CH3:10][C:11]1[CH:20]([C:6](=[O:9])[CH2:7][CH3:8])[CH2:19][CH:18]2[CH:13]([CH:12]=1)[CH:14]1[CH2:21][CH:17]2[CH2:16][CH2:15]1. (2) Given the reactants [Cl:1][C:2]1[CH:10]=[C:9]2[C:5]([C:6]([C:15]([N:17]3[CH2:34][CH2:33][C:20]4([N:24]([C:25]5[CH:30]=[CH:29][CH:28]=[CH:27][CH:26]=5)[CH2:23][N:22]([CH3:31])[C:21]4=[O:32])[CH2:19][CH2:18]3)=[O:16])=[CH:7][N:8]2[CH2:11][C:12]([OH:14])=O)=[CH:4][CH:3]=1.F[P-](F)(F)(F)(F)F.N1(OC(N(C)C)=[N+](C)C)C2N=CC=CC=2N=N1.C(N(CC)C(C)C)(C)C.[CH3:68][N:69]([CH3:73])[CH2:70][CH2:71][NH2:72], predict the reaction product. The product is: [Cl:1][C:2]1[CH:10]=[C:9]2[C:5]([C:6]([C:15]([N:17]3[CH2:34][CH2:33][C:20]4([N:24]([C:25]5[CH:26]=[CH:27][CH:28]=[CH:29][CH:30]=5)[CH2:23][N:22]([CH3:31])[C:21]4=[O:32])[CH2:19][CH2:18]3)=[O:16])=[CH:7][N:8]2[CH2:11][C:12]([NH:72][CH2:71][CH2:70][N:69]([CH3:73])[CH3:68])=[O:14])=[CH:4][CH:3]=1. (3) Given the reactants [F:1][C:2]1[CH:21]=[CH:20][C:5]([CH2:6][N:7]2C3=N[CH:13]=[C:14]([S:16][CH3:17])[N:15]=[C:10]3[CH:9]=[C:8]2[CH:18]=[O:19])=[CH:4][CH:3]=1.[C-:22]#[N:23].[Na+].[CH3:25][OH:26], predict the reaction product. The product is: [CH3:25][O:26][C:18]([C:8]1[N:7]([CH2:6][C:5]2[CH:4]=[CH:3][C:2]([F:1])=[CH:21][CH:20]=2)[C:22]2=[N:23][CH:13]=[C:14]([S:16][CH3:17])[N:15]=[C:10]2[CH:9]=1)=[O:19]. (4) Given the reactants [Cl:1][C:2]1[C:3]([C:9]#[N:10])=[N:4][CH:5]=[C:6](Cl)[CH:7]=1.CC1(C)C(C)(C)OB(/[CH:19]=[CH:20]/[C:21]2[CH:26]=[CH:25][CH:24]=[CH:23][CH:22]=2)O1.C(=O)([O-])[O-].[Na+].[Na+], predict the reaction product. The product is: [Cl:1][C:2]1[C:3]([C:9]#[N:10])=[N:4][CH:5]=[C:6](/[CH:19]=[CH:20]/[C:21]2[CH:26]=[CH:25][CH:24]=[CH:23][CH:22]=2)[CH:7]=1.